Dataset: Catalyst prediction with 721,799 reactions and 888 catalyst types from USPTO. Task: Predict which catalyst facilitates the given reaction. (1) Reactant: [CH:1](=O)[C:2]1[CH:7]=[CH:6][CH:5]=[CH:4][CH:3]=1.[C@@H:9]1([NH2:16])[CH2:14][CH2:13][CH2:12][CH2:11][C@H:10]1N.[BH3-][C:18]#[N:19].[Na+]. Product: [CH2:1]([NH:16][C@@H:9]1[CH2:10][CH2:11][CH2:12][CH2:13][C@H:14]1[NH:19][CH2:18][C:2]1[CH:7]=[CH:6][CH:5]=[CH:4][CH:3]=1)[C:2]1[CH:7]=[CH:6][CH:5]=[CH:4][CH:3]=1. The catalyst class is: 5. (2) Reactant: [C:1]([O:5][C:6]([N:8]1[CH:12]=[C:11]([CH3:13])[CH:10]=[N:9]1)=[O:7])([CH3:4])([CH3:3])[CH3:2].[Br:14]N1C(=O)CCC1=O.C(OOC(=O)C1C=CC=CC=1)(=O)C1C=CC=CC=1. Product: [C:1]([O:5][C:6]([N:8]1[CH:12]=[C:11]([CH2:13][Br:14])[CH:10]=[N:9]1)=[O:7])([CH3:4])([CH3:3])[CH3:2]. The catalyst class is: 53. (3) Reactant: C1(C2(C3C=CC=CC=3)[O:11][C:10]3[CH:12]=[CH:13][C:14]([C:16]([N:18]4[CH2:23][CH2:22][O:21][CH2:20][CH2:19]4)=[O:17])=[CH:15][C:9]=3[O:8]2)C=CC=CC=1.C([SiH](CC)CC)C. Product: [OH:8][C:9]1[CH:15]=[C:14]([C:16]([N:18]2[CH2:23][CH2:22][O:21][CH2:20][CH2:19]2)=[O:17])[CH:13]=[CH:12][C:10]=1[OH:11]. The catalyst class is: 55. (4) Reactant: [Cl:1][C:2]1[CH:14]=[CH:13][C:5]([CH2:6][C:7]2[O:11][C:10]([NH2:12])=[N:9][CH:8]=2)=[CH:4][CH:3]=1.[CH:15]1([CH:21]([C:25]2[CH:30]=[CH:29][CH:28]=[CH:27][CH:26]=2)[C:22]([OH:24])=O)[CH2:20][CH2:19][CH2:18][CH2:17]C1.C(N(CC)CC)C.F[P-](F)(F)(F)(F)F.N1(OC(N(C)C)=[N+](C)C)C2N=CC=CC=2N=N1. Product: [Cl:1][C:2]1[CH:14]=[CH:13][C:5]([CH2:6][C:7]2[O:11][C:10]([NH:12][C:22](=[O:24])[CH:21]([CH:15]3[CH2:17][CH2:18][CH2:19][CH2:20]3)[C:25]3[CH:26]=[CH:27][CH:28]=[CH:29][CH:30]=3)=[N:9][CH:8]=2)=[CH:4][CH:3]=1. The catalyst class is: 9.